Dataset: Catalyst prediction with 721,799 reactions and 888 catalyst types from USPTO. Task: Predict which catalyst facilitates the given reaction. (1) Reactant: [Br:1][C:2]1[N:3]=[C:4]2[CH:10]=[CH:9][NH:8][C:5]2=[N:6][CH:7]=1.[I:11]N1C(=O)CCC1=O. Product: [Br:1][C:2]1[N:3]=[C:4]2[C:10]([I:11])=[CH:9][NH:8][C:5]2=[N:6][CH:7]=1. The catalyst class is: 21. (2) Reactant: [Cl:1][C:2]1[CH:7]=[CH:6][C:5]([N+:8]([O-:10])=[O:9])=[C:4]([N+:11]([O-])=O)[CH:3]=1.[F:14][C:15]1[CH:21]=[CH:20][C:18](N)=[CH:17][CH:16]=1. Product: [Cl:1][C:2]1[CH:7]=[CH:6][C:5]([N+:8]([O-:10])=[O:9])=[C:4]([NH:11][C:18]2[CH:20]=[CH:21][C:15]([F:14])=[CH:16][CH:17]=2)[CH:3]=1. The catalyst class is: 8.